From a dataset of Forward reaction prediction with 1.9M reactions from USPTO patents (1976-2016). Predict the product of the given reaction. (1) Given the reactants FC1[CH:3]=[C:4]([C:9]2C=C(CO)C(=O)N(CC(C)C)N=2)[CH:5]=CC=1F.[F:22][C:23]1[CH:28]=[C:27]([F:29])[CH:26]=[CH:25][C:24]=1[C:30]1[CH:31]=[C:32]([C:37]([O:39][CH3:40])=[O:38])[C:33](=[O:36])[NH:34][N:35]=1, predict the reaction product. The product is: [F:22][C:23]1[CH:28]=[C:27]([F:29])[CH:26]=[CH:25][C:24]=1[C:30]1[CH:31]=[C:32]([C:37]([O:39][CH3:40])=[O:38])[C:33](=[O:36])[N:34]([CH2:3][CH:4]([CH3:9])[CH3:5])[N:35]=1. (2) Given the reactants Br[C:2]1[CH:3]=[C:4]([NH:8][C:9](=[O:27])[C:10]2[CH:15]=[CH:14][N:13]=[C:12]([NH:16][C:17]3[CH:22]=[CH:21][C:20]([C:23]([F:26])([F:25])[F:24])=[CH:19][N:18]=3)[CH:11]=2)[CH:5]=[N:6][CH:7]=1.CC1C=CC(OC)=C(P(C(C)(C)C)C(C)(C)C)C=1C1C(C(C)C)=CC(C(C)C)=CC=1C(C)C.[NH:61]1[CH:65]=[C:64]([C:66]#[N:67])[CH:63]=[N:62]1.[O-]P([O-])([O-])=O.[K+].[K+].[K+], predict the reaction product. The product is: [C:66]([C:64]1[CH:65]=[N:61][N:62]([C:2]2[CH:3]=[C:4]([NH:8][C:9](=[O:27])[C:10]3[CH:15]=[CH:14][N:13]=[C:12]([NH:16][C:17]4[CH:22]=[CH:21][C:20]([C:23]([F:26])([F:25])[F:24])=[CH:19][N:18]=4)[CH:11]=3)[CH:5]=[N:6][CH:7]=2)[CH:63]=1)#[N:67]. (3) Given the reactants [CH3:1][O:2][C:3](=[O:18])[CH:4]([C:9]([CH3:17])([C:11]1[O:12][C:13]([CH3:16])=[CH:14][CH:15]=1)[CH3:10])C(OC)=O.[Li+].[Cl-].O, predict the reaction product. The product is: [CH3:1][O:2][C:3](=[O:18])[CH2:4][C:9]([CH3:10])([C:11]1[O:12][C:13]([CH3:16])=[CH:14][CH:15]=1)[CH3:17].